This data is from Reaction yield outcomes from USPTO patents with 853,638 reactions. The task is: Predict the reaction yield, written as a fraction of the theoretical maximum amount of product (1.0 means a 100% yield; for example, 0.34 means a 34% yield). (1) The reactants are [CH2:1]([N:8]1[CH:12]=[C:11]([CH2:13][CH2:14][C:15]([O:17]CC)=[O:16])[C:10]([OH:20])=[N:9]1)[C:2]1[CH:7]=[CH:6][CH:5]=[CH:4][CH:3]=1.Cl[CH2:22][C:23]1[CH:42]=[CH:41][C:26]([O:27][CH2:28][C:29]2[N:30]=[C:31]([C:35]3[CH:40]=[CH:39][CH:38]=[CH:37][CH:36]=3)[O:32][C:33]=2[CH3:34])=[CH:25][CH:24]=1.C(=O)([O-])[O-].[K+].[K+].CN(C)C=O. The catalyst is O. The product is [CH2:1]([N:8]1[CH:12]=[C:11]([CH2:13][CH2:14][C:15]([OH:17])=[O:16])[C:10]([O:20][CH2:22][C:23]2[CH:24]=[CH:25][C:26]([O:27][CH2:28][C:29]3[N:30]=[C:31]([C:35]4[CH:40]=[CH:39][CH:38]=[CH:37][CH:36]=4)[O:32][C:33]=3[CH3:34])=[CH:41][CH:42]=2)=[N:9]1)[C:2]1[CH:3]=[CH:4][CH:5]=[CH:6][CH:7]=1. The yield is 0.890. (2) The reactants are C([O:3][C:4]([C@H:6]1[C@@H:11]([N:12]([CH2:33][CH2:34][CH:35]2[CH2:37][CH2:36]2)[C:13](=[O:32])[CH2:14][C:15]2[NH:20][C:19]3[CH:21]=[CH:22][C:23]([NH:25][S:26]([CH3:29])(=[O:28])=[O:27])=[CH:24][C:18]=3[S:17](=[O:31])(=[O:30])[N:16]=2)[C@H:10]2[CH2:38][C@@H:7]1[CH2:8][CH2:9]2)=O)C.[O-]CC.[Na+].Cl. The catalyst is C(O)C. The product is [CH:35]1([CH2:34][CH2:33][N:12]2[C:13](=[O:32])[C:14]([C:15]3[NH:20][C:19]4[CH:21]=[CH:22][C:23]([NH:25][S:26]([CH3:29])(=[O:27])=[O:28])=[CH:24][C:18]=4[S:17](=[O:30])(=[O:31])[N:16]=3)=[C:4]([OH:3])[C@H:6]3[C@@H:11]2[C@H:10]2[CH2:38][C@@H:7]3[CH2:8][CH2:9]2)[CH2:36][CH2:37]1. The yield is 0.229. (3) The reactants are C([O:4][C:5]1[CH:22]=[CH:21][C:20]([Br:23])=[CH:19][C:6]=1[C:7]([NH:9][C:10]1[S:11][CH:12]=[C:13]([C:15]([CH3:18])([CH3:17])[CH3:16])[N:14]=1)=[O:8])(=O)C.[OH-].[Na+].Cl. The catalyst is O1CCCC1. The product is [Br:23][C:20]1[CH:21]=[CH:22][C:5]([OH:4])=[C:6]([CH:19]=1)[C:7]([NH:9][C:10]1[S:11][CH:12]=[C:13]([C:15]([CH3:16])([CH3:17])[CH3:18])[N:14]=1)=[O:8]. The yield is 0.789.